From a dataset of Full USPTO retrosynthesis dataset with 1.9M reactions from patents (1976-2016). Predict the reactants needed to synthesize the given product. (1) Given the product [F:31][C:28]([F:29])([F:30])[C:26]1[N:25]=[CH:24][N:23]2[CH:8]=[CH:9][N:21]=[C:22]2[CH:27]=1, predict the reactants needed to synthesize it. The reactants are: C(OC(O[CH2:8][CH3:9])CBr)C.COCCOC.C(=O)([O-])O.[Na+].[NH2:21][C:22]1[CH:27]=[C:26]([C:28]([F:31])([F:30])[F:29])[N:25]=[CH:24][N:23]=1. (2) Given the product [CH3:18][C:17]1[N:12]([C:9]2[CH:10]=[CH:11][N:7]([C:1]3[CH:2]=[CH:3][CH:4]=[CH:5][CH:6]=3)[N:8]=2)[C:14]([CH3:13])=[CH:15][CH:16]=1, predict the reactants needed to synthesize it. The reactants are: [C:1]1([N:7]2[CH:11]=[CH:10][C:9]([NH2:12])=[N:8]2)[CH:6]=[CH:5][CH:4]=[CH:3][CH:2]=1.[CH3:13][C:14](=O)[CH2:15][CH2:16][C:17](=O)[CH3:18]. (3) Given the product [NH2:5][C:6]1[CH:7]=[C:8]([CH3:15])[C:9]([CH:13]=[O:14])=[C:10]([CH3:12])[CH:11]=1, predict the reactants needed to synthesize it. The reactants are: FC(F)(F)C([NH:5][C:6]1[CH:11]=[C:10]([CH3:12])[C:9]([CH:13]=[O:14])=[C:8]([CH3:15])[CH:7]=1)=O.[OH-].[Na+]. (4) Given the product [NH2:1][C:2]1[N:6]([CH3:7])[C:5](=[O:8])[C:4]([C:19]2[CH:24]=[CH:23][C:22]([O:25][CH:26]([F:28])[F:27])=[C:21]([CH:29]3[CH2:57][CH2:56]3)[CH:20]=2)([C:9]2[CH:14]=[CH:13][C:12]([F:37])=[C:11]([C:15]#[C:16][CH2:17][F:18])[CH:10]=2)[N:3]=1, predict the reactants needed to synthesize it. The reactants are: [NH2:1][C:2]1[N:6]([CH3:7])[C:5](=[O:8])[C:4]([C:19]2[CH:24]=[CH:23][C:22]([O:25][CH:26]([F:28])[F:27])=[C:21]([CH3:29])[CH:20]=2)([C:9]2[CH:14]=[CH:13][CH:12]=[C:11]([C:15]#[C:16][CH2:17][F:18])[CH:10]=2)[N:3]=1.BrC1C=C(C(=O)C(C2C=CC(OC(F)F)=C(C3CC3)C=2)=O)C=CC=1[F:37].C(O)[C:56]#[CH:57]. (5) The reactants are: [CH:1]1([CH2:7][N:8]2[C:16]3[C:11](=[CH:12][CH:13]=[CH:14][C:15]=3[O:17][CH3:18])[C:10]([C:19](=[S:21])[NH2:20])=[CH:9]2)[CH2:6][CH2:5][CH2:4][CH2:3][CH2:2]1.[Cl:22][CH2:23][C:24]([CH2:26]Cl)=O. Given the product [Cl:22][CH2:23][C:24]1[N:20]=[C:19]([C:10]2[C:11]3[C:16](=[C:15]([O:17][CH3:18])[CH:14]=[CH:13][CH:12]=3)[N:8]([CH2:7][CH:1]3[CH2:2][CH2:3][CH2:4][CH2:5][CH2:6]3)[CH:9]=2)[S:21][CH:26]=1, predict the reactants needed to synthesize it. (6) Given the product [CH3:1][O:2][C:3](=[O:5])[NH:4][C@H:11]([C:10]([N:9]1[CH2:6][CH2:8][CH2:14][C@H:12]1[C:13]1[NH:22][C:23]([C:26]2[CH:31]=[CH:30][C:29]([B:32]3[O:33][C:34]([CH3:40])([CH3:39])[C:35]([CH3:37])([CH3:38])[O:36]3)=[CH:28][CH:27]=2)=[CH:24][N:25]=1)=[O:68])[CH:51]([CH3:56])[CH3:52], predict the reactants needed to synthesize it. The reactants are: [CH3:1][O:2][C:3](=[O:5])[NH2:4].[CH:6]([N:9]([CH:12]([CH3:14])[CH3:13])[CH2:10][CH3:11])([CH3:8])C.Cl.N1CCC[C@H]1C1[NH:22][C:23]([C:26]2[CH:31]=[CH:30][C:29]([B:32]3[O:36][C:35]([CH3:38])([CH3:37])[C:34]([CH3:40])([CH3:39])[O:33]3)=[CH:28][CH:27]=2)=[CH:24][N:25]=1.F[P-](F)(F)(F)(F)F.N1(OC(N(C)C)=[N+](C)C)[C:52]2N=CC=[CH:56][C:51]=2N=N1.CN(C)C=[O:68]. (7) Given the product [O:22]1[CH2:23][CH2:24][N:19]([CH:16]2[CH2:15][CH2:14][N:13]([S:10]([C:7]3[CH:8]=[CH:9][C:4]([NH2:1])=[CH:5][CH:6]=3)(=[O:12])=[O:11])[CH2:18][CH2:17]2)[CH2:20][CH2:21]1, predict the reactants needed to synthesize it. The reactants are: [N+:1]([C:4]1[CH:9]=[CH:8][C:7]([S:10]([N:13]2[CH2:18][CH2:17][CH:16]([N:19]3[CH2:24][CH2:23][O:22][CH2:21][CH2:20]3)[CH2:15][CH2:14]2)(=[O:12])=[O:11])=[CH:6][CH:5]=1)([O-])=O. (8) Given the product [Br:12][C:13]1[CH:19]=[CH:18][C:16]([NH:17][C:2]2[S:3][C:4]3[CH:10]=[CH:9][CH:8]=[C:7]([CH3:11])[C:5]=3[N:6]=2)=[C:15]([F:20])[CH:14]=1, predict the reactants needed to synthesize it. The reactants are: Cl[C:2]1[S:3][C:4]2[CH:10]=[CH:9][CH:8]=[C:7]([CH3:11])[C:5]=2[N:6]=1.[Br:12][C:13]1[CH:19]=[CH:18][C:16]([NH2:17])=[C:15]([F:20])[CH:14]=1.Cl. (9) Given the product [Br:45][C:46]1[CH:60]=[CH:59][C:49]([O:50][C:51]2[CH:58]=[CH:57][C:54]([CH2:55][NH:56][C:42]([C:39]3([NH:38][C:36]([C:34]4[CH:33]=[N:32][CH:31]=[N:30][CH:35]=4)=[O:37])[CH2:40][CH2:41]3)=[O:44])=[CH:53][CH:52]=2)=[C:48]([Cl:61])[CH:47]=1, predict the reactants needed to synthesize it. The reactants are: C(N(CC)CC)C.CN(C(ON1N=NC2C=CC=CC1=2)=[N+](C)C)C.[B-](F)(F)(F)F.[N:30]1[CH:35]=[C:34]([C:36]([NH:38][C:39]2([C:42]([OH:44])=O)[CH2:41][CH2:40]2)=[O:37])[CH:33]=[N:32][CH:31]=1.[Br:45][C:46]1[CH:60]=[CH:59][C:49]([O:50][C:51]2[CH:58]=[CH:57][C:54]([CH2:55][NH2:56])=[CH:53][CH:52]=2)=[C:48]([Cl:61])[CH:47]=1. (10) Given the product [F:15][C:13]1[CH:12]=[C:11]2[C:7]([CH:8]=[N:9][N:10]2[CH3:16])=[C:6]([C:4](=[O:3])[CH3:5])[CH:14]=1, predict the reactants needed to synthesize it. The reactants are: C([O:3][C:4]([C:6]1[CH:14]=[C:13]([F:15])[CH:12]=[C:11]2[C:7]=1[CH:8]=[N:9][N:10]2[CH3:16])=[CH2:5])C.O.